This data is from Peptide-MHC class I binding affinity with 185,985 pairs from IEDB/IMGT. The task is: Regression. Given a peptide amino acid sequence and an MHC pseudo amino acid sequence, predict their binding affinity value. This is MHC class I binding data. (1) The peptide sequence is GVLFMFVLL. The binding affinity (normalized) is 0.0362. The MHC is HLA-A02:01 with pseudo-sequence HLA-A02:01. (2) The peptide sequence is IQFDWYPTS. The MHC is HLA-A26:01 with pseudo-sequence HLA-A26:01. The binding affinity (normalized) is 0.0847. (3) The peptide sequence is WHTTKGAAL. The MHC is HLA-B58:01 with pseudo-sequence HLA-B58:01. The binding affinity (normalized) is 0.0847. (4) The peptide sequence is WYMWLGARY. The MHC is HLA-A30:02 with pseudo-sequence HLA-A30:02. The binding affinity (normalized) is 0.940. (5) The binding affinity (normalized) is 0.368. The peptide sequence is CFLWHVRKRF. The MHC is HLA-A23:01 with pseudo-sequence HLA-A23:01.